From a dataset of Reaction yield outcomes from USPTO patents with 853,638 reactions. Predict the reaction yield, written as a fraction of the theoretical maximum amount of product (1.0 means a 100% yield; for example, 0.34 means a 34% yield). (1) The reactants are [CH3:1][C:2]1[C:7]2[C:8]([CH2:11][N:12]3[C:16]4[CH:17]=[CH:18][CH:19]=[CH:20][C:15]=4[N:14]=[C:13]3[S:21][CH2:22][CH2:23][CH2:24][C:25]([OH:27])=[O:26])=[CH:9][S:10][C:6]=2[CH:5]=[CH:4][CH:3]=1.[CH3:28][S:29]([OH:32])(=[O:31])=[O:30]. The catalyst is CC(C)CC(=O)C. The product is [CH3:28][S:29]([OH:32])(=[O:31])=[O:30].[CH3:1][C:2]1[C:7]2[C:8]([CH2:11][N:12]3[C:16]4[CH:17]=[CH:18][CH:19]=[CH:20][C:15]=4[N:14]=[C:13]3[S:21][CH2:22][CH2:23][CH2:24][C:25]([OH:27])=[O:26])=[CH:9][S:10][C:6]=2[CH:5]=[CH:4][CH:3]=1. The yield is 0.930. (2) The reactants are Br[C:2]1[CH:3]=[N:4][C:5]([C:8]2[CH:13]=[CH:12][C:11]([CH:14]([NH:18][C:19]([C:21]3[S:22][C:23]([C:26]([CH3:29])([CH3:28])[CH3:27])=[CH:24][CH:25]=3)=[O:20])[C:15]([OH:17])=[O:16])=[CH:10][CH:9]=2)=[N:6][CH:7]=1.[CH2:30]([O:37][C:38]1[CH:43]=[CH:42][C:41](B(O)O)=[CH:40][CH:39]=1)[CH2:31][CH2:32][CH2:33][CH2:34][CH2:35][CH3:36].C([O-])(O)=O.[Na+]. The catalyst is C(#N)C.C1COCC1.C1C=CC(P(C2C=CC=CC=2)[C-]2C=CC=C2)=CC=1.C1C=CC(P(C2C=CC=CC=2)[C-]2C=CC=C2)=CC=1.Cl[Pd]Cl.[Fe+2]. The product is [C:26]([C:23]1[S:22][C:21]([C:19]([NH:18][CH:14]([C:11]2[CH:12]=[CH:13][C:8]([C:5]3[N:4]=[CH:3][C:2]([C:41]4[CH:42]=[CH:43][C:38]([O:37][CH2:30][CH2:31][CH2:32][CH2:33][CH2:34][CH2:35][CH3:36])=[CH:39][CH:40]=4)=[CH:7][N:6]=3)=[CH:9][CH:10]=2)[C:15]([OH:17])=[O:16])=[O:20])=[CH:25][CH:24]=1)([CH3:29])([CH3:28])[CH3:27]. The yield is 0.550. (3) The reactants are C([Li])CCC.[F:6][C:7]([F:27])([F:26])[C:8]([CH2:14][CH:15]1[CH:20]([C:21]([OH:24])([CH3:23])[CH3:22])[CH:19]2[CH2:25][CH:16]1[CH2:17][CH2:18]2)([OH:13])[C:9]([F:12])([F:11])[F:10].[C:28](Cl)(=[O:32])[C:29]([CH3:31])=[CH2:30]. The catalyst is O1CCCC1. The product is [C:28]([O:13][C:8]([CH2:14][CH:15]1[CH:20]([C:21]([OH:24])([CH3:23])[CH3:22])[CH:19]2[CH2:25][CH:16]1[CH2:17][CH2:18]2)([C:9]([F:11])([F:10])[F:12])[C:7]([F:26])([F:27])[F:6])(=[O:32])[C:29]([CH3:31])=[CH2:30]. The yield is 0.300. (4) The reactants are [F:1][C:2]1[CH:10]=[CH:9][C:5]([C:6](Cl)=[O:7])=[CH:4][CH:3]=1.[NH:11]1[C:19]2[C:14](=[CH:15][CH:16]=[C:17]([C:20]([O:22][CH3:23])=[O:21])[CH:18]=2)[CH:13]=[CH:12]1.[Cl-].C([Al+]CC)C. The catalyst is ClCCCl. The product is [F:1][C:2]1[CH:10]=[CH:9][C:5]([C:6]([C:13]2[C:14]3[C:19](=[CH:18][C:17]([C:20]([O:22][CH3:23])=[O:21])=[CH:16][CH:15]=3)[NH:11][CH:12]=2)=[O:7])=[CH:4][CH:3]=1. The yield is 0.380. (5) The reactants are CC(C)([O-])C.[K+].[CH3:7][O:8][N:9]=[C:10]1[C:14]2[CH:15]=[CH:16][CH:17]=[CH:18][C:13]=2[O:12][CH2:11]1.[N:19](OC(C)(C)C)=[O:20].Cl. The catalyst is C(O)(C)(C)C. The product is [CH3:7][O:8][N:9]=[C:10]1[C:14]2[CH:15]=[CH:16][CH:17]=[CH:18][C:13]=2[O:12][C:11]1=[N:19][OH:20]. The yield is 0.471. (6) The reactants are [C:1]([C:4]1[O:5][C:6]2[CH:16]=[C:15]([N:17]([CH3:22])[S:18]([CH3:21])(=[O:20])=[O:19])[C:14]([C:23]3[CH:24]=[CH:25][C:26]4[O:39][CH2:38][N:29]5[C:30]6[CH:31]=[CH:32][CH:33]=[C:34]([F:37])[C:35]=6[CH:36]=[C:28]5[C:27]=4[N:40]=3)=[CH:13][C:7]=2[C:8]=1[C:9]([NH:11][CH3:12])=[O:10])(=O)[CH3:2].Cl.[CH3:42][O:43][NH2:44]. The catalyst is C(O)C.N1C=CC=CC=1. The product is [F:37][C:34]1[C:35]2[CH:36]=[C:28]3[C:27]4[N:40]=[C:23]([C:14]5[C:15]([N:17]([CH3:22])[S:18]([CH3:21])(=[O:19])=[O:20])=[CH:16][C:6]6[O:5][C:4](/[C:1](=[N:44]/[O:43][CH3:42])/[CH3:2])=[C:8]([C:9]([NH:11][CH3:12])=[O:10])[C:7]=6[CH:13]=5)[CH:24]=[CH:25][C:26]=4[O:39][CH2:38][N:29]3[C:30]=2[CH:31]=[CH:32][CH:33]=1. The yield is 0.400. (7) The reactants are [F:1][C:2]1[CH:7]=[CH:6][C:5]([I:8])=[CH:4][C:3]=1[NH:9][N:10]=[C:11]([C:16](=[O:20])[CH2:17][O:18][CH3:19])[C:12]([O:14][CH3:15])=[O:13].[CH3:21]OC(OC)N(C)C. No catalyst specified. The product is [F:1][C:2]1[CH:7]=[CH:6][C:5]([I:8])=[CH:4][C:3]=1[N:9]1[CH:21]=[C:17]([O:18][CH3:19])[C:16](=[O:20])[C:11]([C:12]([O:14][CH3:15])=[O:13])=[N:10]1. The yield is 0.780. (8) The reactants are [CH:1]1([C:4]2[NH:8][N:7]=[C:6]([NH:9][C:10]3[CH:15]=[CH:14][N:13]=[C:12]([N:16]([CH2:36][CH3:37])[CH:17]([C:19]4[N:20]=[CH:21][C:22]5[N:27](COCC[Si](C)(C)C)[CH:26]=[CH:25][C:23]=5[N:24]=4)[CH3:18])[N:11]=3)[CH:5]=2)[CH2:3][CH2:2]1.C(N)CN.[F-].C([N+](CCCC)(CCCC)CCCC)CCC.CCOC(C)=O. The catalyst is CN(C=O)C. The product is [N:24]1[C:23]2[CH:25]=[CH:26][NH:27][C:22]=2[CH:21]=[N:20][C:19]=1[CH:17]([N:16]([CH2:36][CH3:37])[C:12]1[N:11]=[C:10]([NH:9][C:6]2[CH:5]=[C:4]([CH:1]3[CH2:3][CH2:2]3)[NH:8][N:7]=2)[CH:15]=[CH:14][N:13]=1)[CH3:18]. The yield is 0.647.